Dataset: Full USPTO retrosynthesis dataset with 1.9M reactions from patents (1976-2016). Task: Predict the reactants needed to synthesize the given product. (1) Given the product [Br:11][C:12]1[CH:17]=[CH:16][N:15]=[C:14]([CH:18]=[O:19])[CH:13]=1, predict the reactants needed to synthesize it. The reactants are: C(Cl)(=O)C(Cl)=O.CS(C)=O.[Br:11][C:12]1[CH:17]=[CH:16][N:15]=[C:14]([CH2:18][OH:19])[CH:13]=1.C(N(CC)CC)C. (2) The reactants are: [NH2:1][N:2]1[C:11]2[C:6](=[CH:7][CH:8]=[CH:9][CH:10]=2)[C:5]([OH:12])=[C:4]([C:13]([NH:15][C:16]2[CH:21]=[CH:20][C:19]([O:22][CH2:23][C:24]3[CH:29]=[CH:28][CH:27]=[CH:26][CH:25]=3)=[CH:18][C:17]=2[S:30]([NH2:33])(=[O:32])=[O:31])=O)[C:3]1=[O:34].Cl. Given the product [NH2:1][N:2]1[C:11]2[C:6](=[CH:7][CH:8]=[CH:9][CH:10]=2)[C:5]([OH:12])=[C:4]([C:13]2[NH:15][C:16]3[CH:21]=[CH:20][C:19]([O:22][CH2:23][C:24]4[CH:29]=[CH:28][CH:27]=[CH:26][CH:25]=4)=[CH:18][C:17]=3[S:30](=[O:32])(=[O:31])[N:33]=2)[C:3]1=[O:34], predict the reactants needed to synthesize it. (3) Given the product [Cl:19][C:20]1[CH:28]=[CH:27][C:23]2[CH:24]=[CH:25][O:26][C:22]=2[C:21]=1[NH:29][C:2]1[CH:7]=[CH:6][N:5]=[C:4]([NH:8][C:9]2[CH:14]=[CH:13][CH:12]=[C:11]([S:15]([CH3:18])(=[O:17])=[O:16])[CH:10]=2)[N:3]=1, predict the reactants needed to synthesize it. The reactants are: Cl[C:2]1[CH:7]=[CH:6][N:5]=[C:4]([NH:8][C:9]2[CH:14]=[CH:13][CH:12]=[C:11]([S:15]([CH3:18])(=[O:17])=[O:16])[CH:10]=2)[N:3]=1.[Cl:19][C:20]1[CH:28]=[CH:27][C:23]2[CH:24]=[CH:25][O:26][C:22]=2[C:21]=1[NH2:29].Cl. (4) The reactants are: [CH3:1][O:2][C:3]1[CH:4]=[C:5]2[C:10](=[CH:11][CH:12]=1)[C:9]([O:13][C:14]1[CH:19]=[CH:18][C:17]([O:20][CH2:21][CH2:22][N:23]3[CH2:28][CH2:27][CH2:26][CH2:25][CH2:24]3)=[CH:16][CH:15]=1)=[C:8](OS(C(F)(F)F)(=O)=O)[CH:7]=[CH:6]2.[F:37][C:38]1[CH:39]=[C:40](B(O)O)[CH:41]=[C:42]([F:45])[C:43]=1[F:44].[F-].[Cs+].C1(P(C2CCCCC2)C2CCCCC2)CCCCC1. Given the product [CH3:1][O:2][C:3]1[CH:4]=[C:5]2[C:10](=[CH:11][CH:12]=1)[C:9]([O:13][C:14]1[CH:19]=[CH:18][C:17]([O:20][CH2:21][CH2:22][N:23]3[CH2:24][CH2:25][CH2:26][CH2:27][CH2:28]3)=[CH:16][CH:15]=1)=[C:8]([C:40]1[CH:39]=[C:38]([F:37])[C:43]([F:44])=[C:42]([F:45])[CH:41]=1)[CH:7]=[CH:6]2, predict the reactants needed to synthesize it.